Dataset: Reaction yield outcomes from USPTO patents with 853,638 reactions. Task: Predict the reaction yield, written as a fraction of the theoretical maximum amount of product (1.0 means a 100% yield; for example, 0.34 means a 34% yield). (1) The reactants are Br[C:2]1[CH:7]=[CH:6][N:5]=[C:4]([O:8][CH3:9])[CH:3]=1.C([Li])CCC.[C:15]1(=[O:21])[CH2:20][CH2:19][CH2:18][CH2:17][CH2:16]1. The yield is 0.780. The product is [CH3:9][O:8][C:4]1[N:5]=[CH:6][C:7]([C:15]2([OH:21])[CH2:20][CH2:19][CH2:18][CH2:17][CH2:16]2)=[CH:2][CH:3]=1. The catalyst is C1COCC1. (2) The reactants are C([O-])(=O)C.[K+].Br[C:7]1[CH:12]=[CH:11][C:10]([N:13]2[N:17]=[C:16]([CH3:18])[CH:15]=[N:14]2)=[CH:9][CH:8]=1.[CH3:19][C:20]1([CH3:36])[C:24]([CH3:26])([CH3:25])[O:23][B:22]([B:22]2[O:23][C:24]([CH3:26])([CH3:25])[C:20]([CH3:36])([CH3:19])[O:21]2)[O:21]1. The catalyst is O1CCOCC1.C1C=CC(P(C2C=CC=CC=2)[C-]2C=CC=C2)=CC=1.C1C=CC(P(C2C=CC=CC=2)[C-]2C=CC=C2)=CC=1.Cl[Pd]Cl.[Fe+2]. The product is [CH3:18][C:16]1[CH:15]=[N:14][N:13]([C:10]2[CH:11]=[CH:12][C:7]([B:22]3[O:23][C:24]([CH3:26])([CH3:25])[C:20]([CH3:36])([CH3:19])[O:21]3)=[CH:8][CH:9]=2)[N:17]=1. The yield is 0.980. (3) The reactants are O1[C:5]2([CH2:10][CH2:9][N:8]([CH2:11][CH:12]([N:16]3[CH:20]=[C:19]([C:21]4[C:22]5[CH:29]=[CH:28][N:27]([CH2:30][O:31][CH2:32][CH2:33][Si:34]([CH3:37])([CH3:36])[CH3:35])[C:23]=5[N:24]=[CH:25][N:26]=4)[CH:18]=[N:17]3)[CH2:13][C:14]#[N:15])[CH2:7][CH2:6]2)[O:4]CC1.Cl.[OH-].[Na+]. The catalyst is CC(C)=O. The product is [O:4]=[C:5]1[CH2:6][CH2:7][N:8]([CH2:11][CH:12]([N:16]2[CH:20]=[C:19]([C:21]3[C:22]4[CH:29]=[CH:28][N:27]([CH2:30][O:31][CH2:32][CH2:33][Si:34]([CH3:35])([CH3:37])[CH3:36])[C:23]=4[N:24]=[CH:25][N:26]=3)[CH:18]=[N:17]2)[CH2:13][C:14]#[N:15])[CH2:9][CH2:10]1. The yield is 0.620. (4) The reactants are CC1C=CC(S(O)(=O)=[O:9])=CC=1.C[O:13][C:14]1[CH:19]=[CH:18][C:17](CS)=[CH:16][CH:15]=1.[CH:22]1[C:27](/[CH:28]=[C:29]2\[C@@H:30](C3C=C(O)C=C(O)C=3)[C@H:31](C3C=CC(O)=CC=3)[C:32]3[C:37]\2=[CH:36][C:35]([OH:38])=[CH:34][C:33]=3[OH:39])=[CH:26][CH:25]=[C:24]([OH:55])[CH:23]=1.[C:56]1([OH:62])[CH:61]=[CH:60][CH:59]=[CH:58][CH:57]=1.B(Br)(Br)Br. The catalyst is C(Cl)Cl. The product is [CH:26]1[C:27]([CH2:28][C:29]2[C:37]3[C:32](=[C:33]([OH:39])[CH:34]=[C:35]([OH:38])[CH:36]=3)[C@H:31]([C:60]3[CH:61]=[C:56]([OH:62])[CH:57]=[C:58]([OH:9])[CH:59]=3)[C:30]=2[C:17]2[CH:16]=[CH:15][C:14]([OH:13])=[CH:19][CH:18]=2)=[CH:22][CH:23]=[C:24]([OH:55])[CH:25]=1. The yield is 1.00. (5) The reactants are [Br:1][C:2]1[CH:3]=[C:4]2[C:9](=[CH:10][CH:11]=1)[N:8]=[C:7](Cl)[CH:6]=[N:5]2.CC1(C)C(C)(C)OB([C:21]2[CH:22]=[CH:23][C:24]3[N:28]=[C:27]([C@@H:29]4[CH2:34][C@@H:33]5[C@@H:31]([CH2:32]5)[N:30]4[C:35]([O:37][C:38]([CH3:41])([CH3:40])[CH3:39])=[O:36])[NH:26][C:25]=3[CH:42]=2)O1.C(=O)(O)[O-].[Na+]. The catalyst is O1CCOCC1.O.CO.C1C=CC([P]([Pd]([P](C2C=CC=CC=2)(C2C=CC=CC=2)C2C=CC=CC=2)([P](C2C=CC=CC=2)(C2C=CC=CC=2)C2C=CC=CC=2)[P](C2C=CC=CC=2)(C2C=CC=CC=2)C2C=CC=CC=2)(C2C=CC=CC=2)C2C=CC=CC=2)=CC=1. The product is [Br:1][C:2]1[CH:3]=[C:4]2[C:9](=[CH:10][CH:11]=1)[N:8]=[C:7]([C:22]1[CH:21]=[CH:42][C:25]3[N:26]=[C:27]([C@@H:29]4[CH2:34][C@@H:33]5[C@@H:31]([CH2:32]5)[N:30]4[C:35]([O:37][C:38]([CH3:40])([CH3:39])[CH3:41])=[O:36])[NH:28][C:24]=3[CH:23]=1)[CH:6]=[N:5]2. The yield is 0.820. (6) The reactants are [C:1]([O:5][C:6]([NH:8][CH2:9][CH2:10][CH2:11][CH2:12][CH2:13][NH2:14])=[O:7])([CH3:4])([CH3:3])[CH3:2].C(N(CC)CC)C.[Cl:22][CH2:23][CH2:24][S:25](Cl)(=[O:27])=[O:26]. The catalyst is ClCCl. The product is [C:1]([O:5][C:6]([NH:8][CH2:9][CH2:10][CH2:11][CH2:12][CH2:13][NH:14][S:25]([CH2:24][CH2:23][Cl:22])(=[O:27])=[O:26])=[O:7])([CH3:4])([CH3:3])[CH3:2]. The yield is 1.00. (7) The reactants are [ClH:1].[CH2:2]([C:6]1[N:7]=[C:8]([NH2:11])[NH:9][CH:10]=1)[CH2:3][C:4]#[CH:5].[N:12]([CH2:15][C:16]1[C:24]2[C:19](=[CH:20][CH:21]=[CH:22][CH:23]=2)[NH:18][CH:17]=1)=[N+:13]=[N-:14]. No catalyst specified. The product is [ClH:1].[NH:18]1[C:19]2[C:24](=[CH:23][CH:22]=[CH:21][CH:20]=2)[C:16]([CH2:15][N:12]2[CH:5]=[C:4]([CH2:3][CH2:2][C:6]3[N:7]=[C:8]([NH2:11])[NH:9][CH:10]=3)[N:14]=[N:13]2)=[CH:17]1. The yield is 0.580. (8) The reactants are [C:1]([O-:4])(O)=[O:2].[Na+].[N+:6]([C:9]1[C:14]([CH2:15][O:16][Si:17]([C:20]([CH3:23])([CH3:22])[CH3:21])([CH3:19])[CH3:18])=[CH:13][CH:12]=[CH:11][C:10]=1CO)([O-:8])=[O:7].[Na+].[Br-].ClN1C(=O)N(Cl)C(=O)N(Cl)C1=O. The catalyst is CC(C)=O.CC1(C)N([O])C(C)(C)CCC1.CC(O)C. The product is [Si:17]([O:16][CH2:15][C:14]1[C:9]([N+:6]([O-:8])=[O:7])=[C:10]([CH:11]=[CH:12][CH:13]=1)[C:1]([OH:4])=[O:2])([C:20]([CH3:23])([CH3:22])[CH3:21])([CH3:19])[CH3:18]. The yield is 0.560. (9) The reactants are [O:1]=[C:2]1[CH:7]=[C:6]([NH:8][C:9](=[O:17])[CH2:10][C:11]2[CH:16]=[CH:15][CH:14]=[CH:13][CH:12]=2)[CH:5]=[CH:4][NH:3]1.C([O-])([O-])=O.[K+].[K+].Br[CH2:25][CH2:26][C:27]#[CH:28]. The catalyst is CS(C)=O.CCOC(C)=O. The product is [CH2:28]([N:3]1[CH:4]=[CH:5][C:6]([NH:8][C:9](=[O:17])[CH2:10][C:11]2[CH:12]=[CH:13][CH:14]=[CH:15][CH:16]=2)=[CH:7][C:2]1=[O:1])[CH2:27][C:26]#[CH:25]. The yield is 0.170. (10) The reactants are [CH2:1]([O:8][C:9]1[CH:18]=[C:17]([NH:19][CH:20]=[C:21]2[C:26](=[O:27])OC(C)(C)OC2=O)[CH:16]=[CH:15][C:10]=1[C:11]([O:13][CH3:14])=[O:12])[C:2]1[CH:7]=[CH:6][CH:5]=[CH:4][CH:3]=1. The catalyst is C1C=CC(C2C=CC=CC=2)=CC=1.C1C=CC(OC2C=CC=CC=2)=CC=1. The product is [CH2:1]([O:8][C:9]1[CH:18]=[C:17]2[C:16]([C:26](=[O:27])[CH:21]=[CH:20][NH:19]2)=[CH:15][C:10]=1[C:11]([O:13][CH3:14])=[O:12])[C:2]1[CH:3]=[CH:4][CH:5]=[CH:6][CH:7]=1. The yield is 0.618.